From a dataset of Peptide-MHC class I binding affinity with 185,985 pairs from IEDB/IMGT. Regression. Given a peptide amino acid sequence and an MHC pseudo amino acid sequence, predict their binding affinity value. This is MHC class I binding data. (1) The peptide sequence is AYMSKAHGV. The MHC is Patr-A0901 with pseudo-sequence Patr-A0901. The binding affinity (normalized) is 0.579. (2) The peptide sequence is IENATFFIF. The MHC is HLA-B40:02 with pseudo-sequence HLA-B40:02. The binding affinity (normalized) is 0.945.